This data is from Full USPTO retrosynthesis dataset with 1.9M reactions from patents (1976-2016). The task is: Predict the reactants needed to synthesize the given product. (1) Given the product [I:1][C:2]1[CH:3]=[C:4]2[C:8](=[CH:9][CH:10]=1)[NH:7][C:6](=[O:11])[C:5]2=[N:28][NH:27][S:24]([C:22]1[S:23][C:19]([C:14]2[CH:15]=[CH:16][CH:17]=[CH:18][N:13]=2)=[CH:20][CH:21]=1)(=[O:25])=[O:26], predict the reactants needed to synthesize it. The reactants are: [I:1][C:2]1[CH:3]=[C:4]2[C:8](=[CH:9][CH:10]=1)[NH:7][C:6](=[O:11])[C:5]2=O.[N:13]1[CH:18]=[CH:17][CH:16]=[CH:15][C:14]=1[C:19]1[S:23][C:22]([S:24]([NH:27][NH2:28])(=[O:26])=[O:25])=[CH:21][CH:20]=1. (2) Given the product [CH2:3]([C:5]1[N:9]([C:10]2[N:18]=[C:17]3[C:13]([N:14]=[C:15]([C:20]4([OH:26])[CH2:25][CH2:24][CH2:23][N:22]([CH:40]5[CH2:41][CH2:42][O:37][CH2:38][CH2:39]5)[CH2:21]4)[N:16]3[CH3:19])=[C:12]([N:27]3[CH2:28][CH2:29][O:30][CH2:31][CH2:32]3)[N:11]=2)[C:8]2[CH:33]=[CH:34][CH:35]=[CH:36][C:7]=2[N:6]=1)[CH3:4], predict the reactants needed to synthesize it. The reactants are: Cl.Cl.[CH2:3]([C:5]1[N:9]([C:10]2[N:18]=[C:17]3[C:13]([N:14]=[C:15]([C:20]4([OH:26])[CH2:25][CH2:24][CH2:23][NH:22][CH2:21]4)[N:16]3[CH3:19])=[C:12]([N:27]3[CH2:32][CH2:31][O:30][CH2:29][CH2:28]3)[N:11]=2)[C:8]2[CH:33]=[CH:34][CH:35]=[CH:36][C:7]=2[N:6]=1)[CH3:4].[O:37]1[CH2:42][CH2:41][CH2:40][CH2:39][C:38]1=O.CCN(CC)CC.C(O[BH-](OC(=O)C)OC(=O)C)(=O)C.[Na+]. (3) The reactants are: [CH3:1][S:2]([C:5]1[CH:13]=[CH:12][CH:11]=[C:10]2[C:6]=1[CH:7]=[CH:8][N:9]2[C:14]1[CH:19]=[CH:18][N:17]=[C:16](S(CCCC)(=O)=O)[N:15]=1)(=[O:4])=[O:3].Cl.[NH2:28][CH:29]1[CH2:34][CH2:33][CH:32]([C:35]([N:37]2[CH2:41][CH2:40][CH2:39][CH2:38]2)=[O:36])[CH2:31][CH2:30]1.C(N(C(C)C)C(C)C)C. Given the product [CH3:1][S:2]([C:5]1[CH:13]=[CH:12][CH:11]=[C:10]2[C:6]=1[CH:7]=[CH:8][N:9]2[C:14]1[CH:19]=[CH:18][N:17]=[C:16]([NH:28][CH:29]2[CH2:30][CH2:31][CH:32]([C:35]([N:37]3[CH2:38][CH2:39][CH2:40][CH2:41]3)=[O:36])[CH2:33][CH2:34]2)[N:15]=1)(=[O:3])=[O:4], predict the reactants needed to synthesize it. (4) Given the product [CH:20]1([CH2:19][CH2:18][S:17][C:9]2[N:8]([CH2:7][C:6]([OH:26])=[O:5])[C:12]3[CH:13]=[CH:14][CH:15]=[CH:16][C:11]=3[N:10]=2)[CH2:25][CH2:24][CH2:23][CH2:22][CH2:21]1, predict the reactants needed to synthesize it. The reactants are: C([O:5][C:6](=[O:26])[CH2:7][N:8]1[C:12]2[CH:13]=[CH:14][CH:15]=[CH:16][C:11]=2[N:10]=[C:9]1[S:17][CH2:18][CH2:19][CH:20]1[CH2:25][CH2:24][CH2:23][CH2:22][CH2:21]1)(C)(C)C. (5) Given the product [CH2:25]([O:32][C:33]1[CH:34]=[C:35]([CH:38]=[CH:39][C:40]=1[O:41][CH2:42][C:43]1[CH:48]=[CH:47][CH:46]=[CH:45][CH:44]=1)[CH2:36][N:14]1[C:15]2[CH2:16][CH2:17][NH:8][CH2:9][CH2:10][C:11]=2[C:12]([C:18]2[CH:19]=[CH:20][C:21]([Cl:24])=[CH:22][CH:23]=2)=[N:13]1)[C:26]1[CH:27]=[CH:28][CH:29]=[CH:30][CH:31]=1, predict the reactants needed to synthesize it. The reactants are: C(OC([N:8]1[CH2:17][CH2:16][C:15]2[NH:14][N:13]=[C:12]([C:18]3[CH:23]=[CH:22][C:21]([Cl:24])=[CH:20][CH:19]=3)[C:11]=2[CH2:10][CH2:9]1)=O)(C)(C)C.[CH2:25]([O:32][C:33]1[CH:34]=[C:35]([CH:38]=[CH:39][C:40]=1[O:41][CH2:42][C:43]1[CH:48]=[CH:47][CH:46]=[CH:45][CH:44]=1)[CH2:36]Cl)[C:26]1[CH:31]=[CH:30][CH:29]=[CH:28][CH:27]=1.C(OC(N1CCC2C(=C(C3C=CC(Cl)=CC=3)N(CC3C=CC(OCC4C=CC=CC=4)=C(OCC4C=CC=CC=4)C=3)N=2)CC1)=O)(C)(C)C. (6) Given the product [O:20]=[C:19]1[N:14]2[CH2:15][CH:10]([CH2:11][CH2:12][CH:13]2[C:16]([NH2:18])=[O:17])[N:9]1[O:8][CH2:1][C:2]1[CH:3]=[CH:4][CH:5]=[CH:6][CH:7]=1, predict the reactants needed to synthesize it. The reactants are: [CH2:1]([O:8][NH:9][C@H:10]1[CH2:15][NH:14][C@H:13]([C:16]([NH2:18])=[O:17])[CH2:12][CH2:11]1)[C:2]1[CH:7]=[CH:6][CH:5]=[CH:4][CH:3]=1.[C:19](=O)([O-])[O-:20].[K+].[K+].ClC(Cl)(OC(=O)OC(Cl)(Cl)Cl)Cl. (7) Given the product [CH2:12]([O:11][C:7]([NH:8][N:9]=[CH:5][CH2:4][CH:1]1[CH2:2][CH2:3]1)=[O:10])[CH3:13], predict the reactants needed to synthesize it. The reactants are: [CH:1]1([CH2:4][CH:5]=O)[CH2:3][CH2:2]1.[C:7]([O:11][CH2:12][CH3:13])(=[O:10])[NH:8][NH2:9].